Dataset: Full USPTO retrosynthesis dataset with 1.9M reactions from patents (1976-2016). Task: Predict the reactants needed to synthesize the given product. (1) Given the product [CH2:35]([O:34][C:18]1[CH:19]=[C:20]([O:26][CH2:27][C:28]2[CH:33]=[CH:32][CH:31]=[CH:30][CH:29]=2)[C:21]([CH:23]([CH3:25])[CH3:24])=[CH:22][C:17]=1[C:16]1[O:15][N:14]=[C:13]([C:42]([NH:43][CH2:44][CH3:45])=[O:46])[C:12]=1[C:9]1[N:8]=[C:7]([CH2:6][N:48]([CH3:49])[CH3:47])[O:11][N:10]=1)[C:36]1[CH:37]=[CH:38][CH:39]=[CH:40][CH:41]=1, predict the reactants needed to synthesize it. The reactants are: CS(O[CH2:6][C:7]1[O:11][N:10]=[C:9]([C:12]2[C:13]([C:42](=[O:46])[NH:43][CH2:44][CH3:45])=[N:14][O:15][C:16]=2[C:17]2[CH:22]=[C:21]([CH:23]([CH3:25])[CH3:24])[C:20]([O:26][CH2:27][C:28]3[CH:33]=[CH:32][CH:31]=[CH:30][CH:29]=3)=[CH:19][C:18]=2[O:34][CH2:35][C:36]2[CH:41]=[CH:40][CH:39]=[CH:38][CH:37]=2)[N:8]=1)(=O)=O.[CH3:47][NH:48][CH3:49]. (2) Given the product [C:1]([C:5]1[N:10]=[CH:9][C:8]([C:11]2[N:12]([C:32]([N:41]3[CH2:42][CH2:43][CH2:44][CH:39]([OH:38])[CH2:40]3)=[O:33])[C@@:13]([C:25]3[CH:26]=[CH:27][C:28]([Cl:31])=[CH:29][CH:30]=3)([CH3:24])[C@@:14]([C:17]3[CH:18]=[CH:19][C:20]([Cl:23])=[CH:21][CH:22]=3)([CH3:16])[N:15]=2)=[C:7]([O:35][CH2:36][CH3:37])[CH:6]=1)([CH3:4])([CH3:2])[CH3:3], predict the reactants needed to synthesize it. The reactants are: [C:1]([C:5]1[N:10]=[CH:9][C:8]([C:11]2[N:12]([C:32](Cl)=[O:33])[C@@:13]([C:25]3[CH:30]=[CH:29][C:28]([Cl:31])=[CH:27][CH:26]=3)([CH3:24])[C@@:14]([C:17]3[CH:22]=[CH:21][C:20]([Cl:23])=[CH:19][CH:18]=3)([CH3:16])[N:15]=2)=[C:7]([O:35][CH2:36][CH3:37])[CH:6]=1)([CH3:4])([CH3:3])[CH3:2].[OH:38][CH:39]1[CH2:44][CH2:43][CH2:42][NH:41][CH2:40]1. (3) Given the product [Cl:15][C:13]1[CH:14]=[C:10]([C:8]([NH:7][CH2:6][C:4]2[N:3]=[CH:2][N:1]([C:18]3[CH:23]=[CH:22][C:21]([N:24]4[CH:29]=[CH:28][CH:27]=[CH:26][C:25]4=[O:30])=[CH:20][CH:19]=3)[CH:5]=2)=[O:9])[N:11]([CH3:16])[CH:12]=1, predict the reactants needed to synthesize it. The reactants are: [NH:1]1[CH:5]=[C:4]([CH2:6][NH:7][C:8]([C:10]2[N:11]([CH3:16])[CH:12]=[C:13]([Cl:15])[CH:14]=2)=[O:9])[N:3]=[CH:2]1.I[C:18]1[CH:23]=[CH:22][C:21]([N:24]2[CH:29]=[CH:28][CH:27]=[CH:26][C:25]2=[O:30])=[CH:20][CH:19]=1.OC1C=CC=C2C=1N=CC=C2.C([O-])([O-])=O.[K+].[K+]. (4) Given the product [Cl:1][C:2]1[C:8]([O:9][CH:10]([C:12]2[C:17]([Cl:18])=[CH:16][CH:15]=[C:14]([F:19])[C:13]=2[Cl:20])[CH3:11])=[CH:7][C:6]2[S:21][C:22]([NH2:23])=[N:5][C:4]=2[CH:3]=1, predict the reactants needed to synthesize it. The reactants are: [Cl:1][C:2]1[CH:3]=[C:4]([CH:6]=[CH:7][C:8]=1[O:9][CH:10]([C:12]1[C:17]([Cl:18])=[CH:16][CH:15]=[C:14]([F:19])[C:13]=1[Cl:20])[CH3:11])[NH2:5].[S-:21][C:22]#[N:23].[K+].BrBr. (5) Given the product [CH3:13][O:14][C:15]1[CH:16]=[C:17](/[C:18](=[CH:11]/[C:2]2[CH:3]=[CH:4][C:5]3[C:10](=[CH:9][CH:8]=[CH:7][CH:6]=3)[N:1]=2)/[C:19]#[N:20])[CH:21]=[CH:22][C:23]=1[O:24][CH3:25], predict the reactants needed to synthesize it. The reactants are: [N:1]1[C:10]2[C:5](=[CH:6][CH:7]=[CH:8][CH:9]=2)[CH:4]=[CH:3][C:2]=1[CH:11]=O.[CH3:13][O:14][C:15]1[CH:16]=[C:17]([CH:21]=[CH:22][C:23]=1[O:24][CH3:25])[CH2:18][C:19]#[N:20]. (6) Given the product [C:29]([N:26]1[CH2:25][CH2:24][N:23]([CH:21]([C:11]2[N:10]([C:5]3[CH:6]=[CH:7][CH:8]=[CH:9][C:4]=3[O:3][CH2:1][CH3:2])[C:19](=[O:20])[C:18]3[C:13](=[CH:14][CH:15]=[CH:16][CH:17]=3)[N:12]=2)[CH3:22])[CH2:28][CH2:27]1)(=[O:31])[CH3:30], predict the reactants needed to synthesize it. The reactants are: [CH2:1]([O:3][C:4]1[CH:9]=[CH:8][CH:7]=[CH:6][C:5]=1[N:10]1[C:19](=[O:20])[C:18]2[C:13](=[CH:14][CH:15]=[CH:16][CH:17]=2)[N:12]=[C:11]1[CH:21]([N:23]1[CH2:28][CH2:27][NH:26][CH2:25][CH2:24]1)[CH3:22])[CH3:2].[C:29](OC(=O)C)(=[O:31])[CH3:30]. (7) Given the product [N:20]([C:21]1([C:27]([O:29][CH3:30])=[O:28])[CH2:26][CH2:25][CH2:24][CH2:23][CH2:22]1)=[C:9]=[O:11], predict the reactants needed to synthesize it. The reactants are: C(N(CC)CC)C.Cl[C:9](Cl)([O:11]C(=O)OC(Cl)(Cl)Cl)Cl.[NH2:20][C:21]1([C:27]([O:29][CH3:30])=[O:28])[CH2:26][CH2:25][CH2:24][CH2:23][CH2:22]1. (8) Given the product [F:55][C:56]([F:66])([F:65])[CH2:57][CH2:58][C:59]1[N:5]=[C:6]([NH:9][C:10](=[O:30])[C@@H:11]([N:16]2[CH2:20][C:19]([O:21][C:22]3[CH:27]=[CH:26][CH:25]=[CH:24][C:23]=3[Cl:28])=[CH:18][C:17]2=[O:29])[CH2:12][CH:13]([CH3:15])[CH3:14])[S:61][N:60]=1, predict the reactants needed to synthesize it. The reactants are: OC(C)(C)CN1C=C[C:6]([NH:9][C:10](=[O:30])[C@@H:11]([N:16]2[CH2:20][C:19]([O:21][C:22]3[CH:27]=[CH:26][CH:25]=[CH:24][C:23]=3[Cl:28])=[CH:18][C:17]2=[O:29])[CH2:12][CH:13]([CH3:15])[CH3:14])=[N:5]1.Cl.CN(C)CCCN=C=NCC.ON1C2C=CC=CC=2N=N1.[F:55][C:56]([F:66])([F:65])[CH2:57][CH2:58][C:59]1N=C(N)[S:61][N:60]=1.